From a dataset of Full USPTO retrosynthesis dataset with 1.9M reactions from patents (1976-2016). Predict the reactants needed to synthesize the given product. (1) Given the product [Br:1][C:25]1[CH:24]=[CH:23][C:18]([C:19]([O:21][CH3:22])=[O:20])=[CH:17][C:16]=1[CH2:15][Br:14], predict the reactants needed to synthesize it. The reactants are: [Br:1]C1C=C2C(C=C(C(O)=O)N2)=CC=1.[Br:14][CH2:15][C:16]1[CH:17]=[C:18]([CH:23]=[CH:24][CH:25]=1)[C:19]([O:21][CH3:22])=[O:20]. (2) The reactants are: CC1(C)C(C)(C)OB([C:9]2[CH:10]=[CH:11][C:12]3[O:16][C:15]([CH:17]4[CH2:22][CH2:21][N:20]([C:23]([O:25][CH:26]([CH3:28])[CH3:27])=[O:24])[CH2:19][CH2:18]4)=[N:14][C:13]=3[CH:29]=2)O1.Br[C:32]1[CH:43]=[CH:42][C:35]([C:36]([NH:38][CH:39]2[CH2:41][CH2:40]2)=[O:37])=[C:34]([F:44])[CH:33]=1. Given the product [CH:39]1([NH:38][C:36]([C:35]2[CH:42]=[CH:43][C:32]([C:9]3[CH:10]=[CH:11][C:12]4[O:16][C:15]([CH:17]5[CH2:18][CH2:19][N:20]([C:23]([O:25][CH:26]([CH3:28])[CH3:27])=[O:24])[CH2:21][CH2:22]5)=[N:14][C:13]=4[CH:29]=3)=[CH:33][C:34]=2[F:44])=[O:37])[CH2:41][CH2:40]1, predict the reactants needed to synthesize it. (3) Given the product [CH2:33]([O:40][C:41]1[CH:42]=[CH:43][C:44](/[CH:47]=[CH:12]/[C:10]2[N:11]=[C:7]3[C:6]([CH3:32])=[N:5][CH:4]=[C:3]([CH3:2])[N:8]3[N:9]=2)=[N:45][CH:46]=1)[C:34]1[CH:35]=[CH:36][CH:37]=[CH:38][CH:39]=1, predict the reactants needed to synthesize it. The reactants are: [Cl-].[CH3:2][C:3]1[N:8]2[N:9]=[C:10]([CH2:12][P+](C3C=CC=CC=3)(C3C=CC=CC=3)C3C=CC=CC=3)[N:11]=[C:7]2[C:6]([CH3:32])=[N:5][CH:4]=1.[CH2:33]([O:40][C:41]1[CH:42]=[CH:43][C:44]([CH:47]=O)=[N:45][CH:46]=1)[C:34]1[CH:39]=[CH:38][CH:37]=[CH:36][CH:35]=1.C1CCN2C(=NCCC2)CC1. (4) The reactants are: [OH-:1].[K+].O[NH2:4].Cl.CO[C:8](=[O:40])/[CH:9]=[CH:10]/[C:11]1[CH:16]=[CH:15][C:14]([CH2:17][N:18]([CH2:30][CH2:31][O:32][Si:33]([C:36]([CH3:39])([CH3:38])[CH3:37])([CH3:35])[CH3:34])[CH2:19][CH2:20][C:21]2[C:29]3[C:24](=[CH:25][CH:26]=[CH:27][CH:28]=3)[NH:23][CH:22]=2)=[CH:13][CH:12]=1.ON.C(=O)=O. Given the product [OH:1][NH:4][C:8](=[O:40])/[CH:9]=[CH:10]/[C:11]1[CH:16]=[CH:15][C:14]([CH2:17][N:18]([CH2:30][CH2:31][O:32][Si:33]([C:36]([CH3:37])([CH3:38])[CH3:39])([CH3:35])[CH3:34])[CH2:19][CH2:20][C:21]2[C:29]3[C:24](=[CH:25][CH:26]=[CH:27][CH:28]=3)[NH:23][CH:22]=2)=[CH:13][CH:12]=1, predict the reactants needed to synthesize it.